Dataset: Full USPTO retrosynthesis dataset with 1.9M reactions from patents (1976-2016). Task: Predict the reactants needed to synthesize the given product. (1) The reactants are: [OH:1][C:2]([CH3:35])([CH3:34])[CH2:3][C@@:4]1([C:28]2[CH:33]=[CH:32][CH:31]=[CH:30][CH:29]=2)[O:9][C:8](=[O:10])[N:7]([C@H:11]([C:13]2[CH:18]=[CH:17][C:16](B3OC(C)(C)C(C)(C)O3)=[CH:15][CH:14]=2)[CH3:12])[CH2:6][CH2:5]1.Br[C:37]1[CH:38]=[CH:39][C:40](=[O:44])[N:41]([CH3:43])[CH:42]=1. Given the product [OH:1][C:2]([CH3:34])([CH3:35])[CH2:3][C@@:4]1([C:28]2[CH:33]=[CH:32][CH:31]=[CH:30][CH:29]=2)[O:9][C:8](=[O:10])[N:7]([C@H:11]([C:13]2[CH:14]=[CH:15][C:16]([C:37]3[CH:38]=[CH:39][C:40](=[O:44])[N:41]([CH3:43])[CH:42]=3)=[CH:17][CH:18]=2)[CH3:12])[CH2:6][CH2:5]1, predict the reactants needed to synthesize it. (2) Given the product [F:1][C:2]1[CH:7]=[CH:6][CH:5]=[CH:4][C:3]=1[C:8]1[C:9]([C:18](=[O:19])[CH3:24])=[CH:10][CH:11]=[C:12]2[C:17]=1[N:16]=[CH:15][CH:14]=[CH:13]2, predict the reactants needed to synthesize it. The reactants are: [F:1][C:2]1[CH:7]=[CH:6][CH:5]=[CH:4][C:3]=1[C:8]1[C:9]([C:18](N(OC)C)=[O:19])=[CH:10][CH:11]=[C:12]2[C:17]=1[N:16]=[CH:15][CH:14]=[CH:13]2.[CH3:24][Mg]Br. (3) Given the product [Cl:27][C:26]1[C:21]([N:15]2[CH2:14][CH:13]([CH3:19])[N:12]([S:9]([C:4]3[CH:5]=[CH:6][C:7]([Cl:8])=[C:2]([Cl:1])[CH:3]=3)(=[O:11])=[O:10])[CH2:17][CH:16]2[CH3:18])=[N:22][CH:23]=[CH:24][CH:25]=1, predict the reactants needed to synthesize it. The reactants are: [Cl:1][C:2]1[CH:3]=[C:4]([S:9]([N:12]2[CH2:17][CH:16]([CH3:18])[NH:15][CH2:14][CH:13]2[CH3:19])(=[O:11])=[O:10])[CH:5]=[CH:6][C:7]=1[Cl:8].Cl[C:21]1[C:26]([Cl:27])=[CH:25][CH:24]=[CH:23][N:22]=1.C(N(C(C)C)CC)(C)C.CN(C=O)C. (4) Given the product [OH:17][CH2:18][CH2:19][CH2:20][C:21]1[CH:26]=[C:25]([C:2]2[N:3]=[C:4]3[C:10]([C:11](=[O:16])[C:12]([CH3:15])([CH3:14])[CH3:13])=[CH:9][NH:8][C:5]3=[N:6][CH:7]=2)[CH:24]=[CH:23][CH:22]=1, predict the reactants needed to synthesize it. The reactants are: Br[C:2]1[N:3]=[C:4]2[C:10]([C:11](=[O:16])[C:12]([CH3:15])([CH3:14])[CH3:13])=[CH:9][NH:8][C:5]2=[N:6][CH:7]=1.[OH:17][CH2:18][CH2:19][CH2:20][C:21]1[CH:22]=[C:23](B(O)O)[CH:24]=[CH:25][CH:26]=1. (5) Given the product [CH2:8]([O:7][CH2:6][CH2:5][C@H:4]([N:15]1[C:21](=[O:22])[CH2:20][CH2:19][N:18]([C:23]2[CH:28]=[CH:27][CH:26]=[C:25]([C:29]([F:31])([F:32])[F:30])[CH:24]=2)[CH2:17][CH2:16]1)[CH2:3][OH:2])[C:9]1[CH:14]=[CH:13][CH:12]=[CH:11][CH:10]=1, predict the reactants needed to synthesize it. The reactants are: C[O:2][C:3](=O)[C@@H:4]([N:15]1[C:21](=[O:22])[CH2:20][CH2:19][N:18]([C:23]2[CH:28]=[CH:27][CH:26]=[C:25]([C:29]([F:32])([F:31])[F:30])[CH:24]=2)[CH2:17][CH2:16]1)[CH2:5][CH2:6][O:7][CH2:8][C:9]1[CH:14]=[CH:13][CH:12]=[CH:11][CH:10]=1.[Li+].[BH4-].